Dataset: Full USPTO retrosynthesis dataset with 1.9M reactions from patents (1976-2016). Task: Predict the reactants needed to synthesize the given product. Given the product [CH3:19][N:20]1[CH2:25][C:24]([N+:32]([O-:34])=[O:33])([C:26]2[CH:31]=[CH:30][CH:29]=[CH:28][CH:27]=2)[CH2:23][C:22]([CH3:1])([CH3:35])[C:21]1=[O:36], predict the reactants needed to synthesize it. The reactants are: [CH:1](NC(C)C)(C)C.CN(P(N(C)C)(N(C)C)=O)C.[CH3:19][N:20]1[CH2:25][C:24]([N+:32]([O-:34])=[O:33])([C:26]2[CH:31]=[CH:30][CH:29]=[CH:28][CH:27]=2)[CH2:23][CH:22]([CH3:35])[C:21]1=[O:36].CI.